From a dataset of Full USPTO retrosynthesis dataset with 1.9M reactions from patents (1976-2016). Predict the reactants needed to synthesize the given product. (1) Given the product [Cl:1][C:2]1[CH:28]=[CH:27][C:5]2[N:6]([CH3:26])[C:7]3[CH:25]=[CH:24][CH:23]=[CH:22][C:8]=3[C@@H:9]3[C@H:14]([NH:15][CH2:16][C:17]([OH:19])=[O:18])[CH2:13][CH2:12][CH2:11][N:10]3[C:4]=2[CH:3]=1, predict the reactants needed to synthesize it. The reactants are: [Cl:1][C:2]1[CH:28]=[CH:27][C:5]2[N:6]([CH3:26])[C:7]3[CH:25]=[CH:24][CH:23]=[CH:22][C:8]=3[C@@H:9]3[C@H:14]([NH:15][CH2:16][C:17]([O:19]CC)=[O:18])[CH2:13][CH2:12][CH2:11][N:10]3[C:4]=2[CH:3]=1.[OH-].[Na+]. (2) The reactants are: COC[O:4][C:5]1[CH:6]=[C:7]([CH:11]([CH3:17])[C:12]([O:14][CH2:15][CH3:16])=[O:13])[CH:8]=[CH:9][CH:10]=1.FC(F)(F)C(O)=O.C(=O)(O)[O-].[Na+].O. Given the product [OH:4][C:5]1[CH:6]=[C:7]([CH:11]([CH3:17])[C:12]([O:14][CH2:15][CH3:16])=[O:13])[CH:8]=[CH:9][CH:10]=1, predict the reactants needed to synthesize it. (3) The reactants are: [Br:1][C:2]1[C:3]([S:9][CH3:10])=[N:4][C:5](Cl)=[N:6][CH:7]=1.Cl.[C:12]12([NH2:17])[CH2:16][CH:14]([CH2:15]1)[CH2:13]2.CCN(C(C)C)C(C)C. Given the product [C:12]12([NH:17][C:5]3[N:4]=[C:3]([S:9][CH3:10])[C:2]([Br:1])=[CH:7][N:6]=3)[CH2:16][CH:14]([CH2:15]1)[CH2:13]2, predict the reactants needed to synthesize it. (4) Given the product [Cl:17][C:18]1[CH:19]=[C:20]([C:21]2[N:22]=[C:9]([C:8]3[CH:12]=[C:13]([O:15][CH3:16])[N:14]=[C:6]([CH:1]4[CH2:2][CH2:3][CH2:4][CH2:5]4)[CH:7]=3)[O:11][N:24]=2)[CH:25]=[C:26]([O:35][CH3:36])[C:27]=1[O:28][CH2:29][CH2:30][N:37]1[CH2:40][CH:39]([C:41]([OH:43])=[O:42])[CH2:38]1, predict the reactants needed to synthesize it. The reactants are: [CH:1]1([C:6]2[CH:7]=[C:8]([CH:12]=[C:13]([O:15][CH3:16])[N:14]=2)[C:9]([OH:11])=O)[CH2:5][CH2:4][CH2:3][CH2:2]1.[Cl:17][C:18]1[CH:19]=[C:20]([CH:25]=[C:26]([O:35][CH3:36])[C:27]=1[O:28][CH2:29][CH:30](OC)OC)[C:21](=[NH:24])[NH:22]O.[NH:37]1[CH2:40][CH:39]([C:41]([O:43]CC)=[O:42])[CH2:38]1. (5) Given the product [CH3:1][C:2]1([CH3:25])[CH2:7][N:6]([S:8]([C:11]2[C:16]([CH3:17])=[CH:15][C:14]([CH3:18])=[CH:13][C:12]=2[CH3:19])(=[O:10])=[O:9])[CH:5]([CH2:20][C:21]([NH:26][C@H:27]2[C:28]3[C:33](=[CH:32][C:31]([CH2:37][OH:38])=[CH:30][CH:29]=3)[CH2:34][CH2:35][CH2:36]2)=[O:22])[C:4](=[O:24])[NH:3]1, predict the reactants needed to synthesize it. The reactants are: [CH3:1][C:2]1([CH3:25])[CH2:7][N:6]([S:8]([C:11]2[C:16]([CH3:17])=[CH:15][C:14]([CH3:18])=[CH:13][C:12]=2[CH3:19])(=[O:10])=[O:9])[CH:5]([CH2:20][C:21](O)=[O:22])[C:4](=[O:24])[NH:3]1.[NH2:26][C@@H:27]1[CH2:36][CH2:35][CH2:34][C:33]2[CH:32]=[C:31]([CH2:37][OH:38])[CH:30]=[CH:29][C:28]1=2.CCN(C(C)C)C(C)C.CN(C(ON1N=NC2C=CC=NC1=2)=[N+](C)C)C.F[P-](F)(F)(F)(F)F. (6) Given the product [OH:1][C:2]1[CH:7]=[CH:6][CH:5]=[CH:4][C:3]=1[C:8]1[N:13]=[C:12]([C:11]2[CH:15]=[CH:16][CH:17]=[CH:18][C:10]=2[OH:9])[N:19]([C:21]2[CH:22]=[CH:23][C:24]([C:25]([OH:27])=[O:26])=[CH:28][CH:29]=2)[N:20]=1, predict the reactants needed to synthesize it. The reactants are: [OH:1][C:2]1[CH:7]=[CH:6][CH:5]=[CH:4][C:3]=1[C:8]1[O:9][C:10]2[CH:18]=[CH:17][CH:16]=[CH:15][C:11]=2[C:12](=O)[N:13]=1.[NH:19]([C:21]1[CH:29]=[CH:28][C:24]([C:25]([OH:27])=[O:26])=[CH:23][CH:22]=1)[NH2:20]. (7) Given the product [F:1][C:2]1[C:9]([F:10])=[CH:8][C:5](/[CH:6]=[C:19]2/[C:20](=[O:22])[N:21]=[C:17]([N:12]3[CH2:16][CH2:15][CH2:14][CH2:13]3)[S:18]/2)=[C:4]([OH:11])[CH:3]=1, predict the reactants needed to synthesize it. The reactants are: [F:1][C:2]1[C:9]([F:10])=[CH:8][C:5]([CH:6]=O)=[C:4]([OH:11])[CH:3]=1.[N:12]1([C:17]2[S:18][CH2:19][C:20](=[O:22])[N:21]=2)[CH2:16][CH2:15][CH2:14][CH2:13]1. (8) Given the product [F:43][CH:2]([F:1])[C:3]1[N:7]([C:8]2[N:13]=[C:12]([N:14]3[CH2:15][CH2:16][O:17][CH2:18][CH2:19]3)[N:11]=[C:10]([N:20]3[CH2:21][CH2:22][N:23]([CH2:26][CH2:27][NH2:28])[CH2:24][CH2:25]3)[N:9]=2)[C:6]2[CH:39]=[CH:40][CH:41]=[CH:42][C:5]=2[N:4]=1, predict the reactants needed to synthesize it. The reactants are: [F:1][CH:2]([F:43])[C:3]1[N:7]([C:8]2[N:13]=[C:12]([N:14]3[CH2:19][CH2:18][O:17][CH2:16][CH2:15]3)[N:11]=[C:10]([N:20]3[CH2:25][CH2:24][N:23]([CH2:26][CH2:27][N:28]4C(=O)C5C(=CC=CC=5)C4=O)[CH2:22][CH2:21]3)[N:9]=2)[C:6]2[CH:39]=[CH:40][CH:41]=[CH:42][C:5]=2[N:4]=1.ClC1N=C(N2C3C=CC=CC=3N=C2C(F)F)N=C(N2CCOCC2)N=1.O.NN.Cl.